Dataset: Reaction yield outcomes from USPTO patents with 853,638 reactions. Task: Predict the reaction yield, written as a fraction of the theoretical maximum amount of product (1.0 means a 100% yield; for example, 0.34 means a 34% yield). (1) The reactants are [Br:1][C:2]1[CH:8]=[C:7]([F:9])[CH:6]=[CH:5][C:3]=1[NH2:4].[N:10]([O-])=O.[Na+].Cl[Sn]Cl.Cl. The product is [Br:1][C:2]1[CH:8]=[C:7]([F:9])[CH:6]=[CH:5][C:3]=1[NH:4][NH2:10]. The catalyst is Cl. The yield is 0.830. (2) The reactants are [C:1]1([N:7]2[CH2:12][CH2:11][N:10]([C:13]([C:15]3([NH:21]C(=O)OC(C)(C)C)[CH2:20][CH2:19][CH2:18][CH2:17][CH2:16]3)=[O:14])[CH2:9][CH2:8]2)[CH:6]=[CH:5][CH:4]=[CH:3][CH:2]=1. The catalyst is C(Cl)Cl.C(O)(C(F)(F)F)=O. The product is [NH2:21][C:15]1([C:13]([N:10]2[CH2:9][CH2:8][N:7]([C:1]3[CH:6]=[CH:5][CH:4]=[CH:3][CH:2]=3)[CH2:12][CH2:11]2)=[O:14])[CH2:16][CH2:17][CH2:18][CH2:19][CH2:20]1. The yield is 0.970. (3) The reactants are C(=O)([O-])[O-].[K+].[K+].C([O:10][CH2:11][C:12]1[O:13][C:14]([CH:17]([F:19])[F:18])=[CH:15][CH:16]=1)(=O)C. The catalyst is CO. The product is [F:18][CH:17]([F:19])[C:14]1[O:13][C:12]([CH2:11][OH:10])=[CH:16][CH:15]=1. The yield is 0.960. (4) The reactants are Br[C:2]1[S:6][C:5]([CH:7]=[O:8])=[CH:4][CH:3]=1.[CH2:9](B(O)O)[CH2:10][CH2:11][CH2:12][CH3:13]. No catalyst specified. The product is [CH2:9]([C:2]1[S:6][C:5]([CH:7]=[O:8])=[CH:4][CH:3]=1)[CH2:10][CH2:11][CH2:12][CH3:13]. The yield is 0.670. (5) The reactants are C([O:3][P:4]([CH2:9][CH2:10][NH:11][CH2:12][C:13]([CH3:36])=[CH:14][CH2:15][C:16]1[C:17]([O:29]CC[Si](C)(C)C)=[C:18]2[C:22](=[C:23]([CH3:27])[C:24]=1[CH2:25][CH3:26])[CH2:21][O:20][C:19]2=[O:28])(=[O:8])[O:5]CC)C.C[Si](Br)(C)C. The catalyst is CN(C=O)C.C(Cl)Cl. The product is [CH2:25]([C:24]1[C:23]([CH3:27])=[C:22]2[C:18]([C:19](=[O:28])[O:20][CH2:21]2)=[C:17]([OH:29])[C:16]=1[CH2:15][CH:14]=[C:13]([CH3:36])[CH2:12][NH:11][CH2:10][CH2:9][P:4](=[O:3])([OH:8])[OH:5])[CH3:26]. The yield is 0.570.